This data is from Peptide-MHC class II binding affinity with 134,281 pairs from IEDB. The task is: Regression. Given a peptide amino acid sequence and an MHC pseudo amino acid sequence, predict their binding affinity value. This is MHC class II binding data. The peptide sequence is DIYNYMEPYVSKVDP. The MHC is HLA-DPA10103-DPB10401 with pseudo-sequence HLA-DPA10103-DPB10401. The binding affinity (normalized) is 0.0703.